This data is from Catalyst prediction with 721,799 reactions and 888 catalyst types from USPTO. The task is: Predict which catalyst facilitates the given reaction. (1) Reactant: [NH2:1][C:2]1[N:3]=[C:4]2[CH:9]=[CH:8][C:7]([O:10][C:11]3[CH:12]=[C:13]([NH:17][C:18](=[O:29])[C:19]4[CH:24]=[CH:23][CH:22]=[C:21]([C:25]([F:28])([F:27])[F:26])[CH:20]=4)[CH:14]=[CH:15][CH:16]=3)=[N:6][N:5]2[CH:30]=1.[C:31](Cl)(=[O:38])[O:32][CH2:33][C:34]([Cl:37])([Cl:36])[Cl:35].C(N(CC)CC)C. Product: [Cl:35][C:34]([Cl:37])([Cl:36])[CH2:33][O:32][C:31](=[O:38])[NH:1][C:2]1[N:3]=[C:4]2[CH:9]=[CH:8][C:7]([O:10][C:11]3[CH:16]=[CH:15][CH:14]=[C:13]([NH:17][C:18](=[O:29])[C:19]4[CH:24]=[CH:23][CH:22]=[C:21]([C:25]([F:28])([F:27])[F:26])[CH:20]=4)[CH:12]=3)=[N:6][N:5]2[CH:30]=1. The catalyst class is: 7. (2) Reactant: [C@@H:1]12[CH2:7][N:6]([C:8]([O:10][C:11]([CH3:14])([CH3:13])[CH3:12])=[O:9])[C@@H:5]1[CH2:4][NH:3][CH2:2]2.[Cl:15][C:16]1[CH:21]=[N:20][CH:19]=[C:18](Cl)[N:17]=1.C([O-])([O-])=O.[Na+].[Na+]. Product: [Cl:15][C:16]1[N:17]=[C:18]([N:3]2[CH2:4][C@@H:5]3[C@@H:1]([CH2:7][N:6]3[C:8]([O:10][C:11]([CH3:14])([CH3:13])[CH3:12])=[O:9])[CH2:2]2)[CH:19]=[N:20][CH:21]=1. The catalyst class is: 197. (3) Product: [NH2:1][C:2]1[C:7]([C:8]#[N:9])=[C:6]([C:10]2[CH:11]=[CH:12][C:13]([O:16][CH2:17][CH2:18][OH:19])=[CH:14][CH:15]=2)[C:5]([C:20]#[N:21])=[C:4]([S:22][CH2:24][C:25]2[N:26]=[C:27]([C:30]3[CH:35]=[CH:34][C:33]([Cl:36])=[C:32]([CH3:37])[CH:31]=3)[O:28][CH:29]=2)[N:3]=1. The catalyst class is: 3. Reactant: [NH2:1][C:2]1[C:7]([C:8]#[N:9])=[C:6]([C:10]2[CH:15]=[CH:14][C:13]([O:16][CH2:17][CH2:18][OH:19])=[CH:12][CH:11]=2)[C:5]([C:20]#[N:21])=[C:4]([SH:22])[N:3]=1.Cl[CH2:24][C:25]1[N:26]=[C:27]([C:30]2[CH:35]=[CH:34][C:33]([Cl:36])=[C:32]([CH3:37])[CH:31]=2)[O:28][CH:29]=1.C(=O)(O)[O-].[Na+]. (4) Reactant: [Cl:1][C:2]1[C:11]([O:12][CH3:13])=[C:10]2[C:5]([CH:6]=[C:7]([C:14]([OH:16])=O)[N:8]=[CH:9]2)=[CH:4][CH:3]=1.[NH:17]1[CH:21]=[CH:20][N:19]=[C:18]1[NH:22][C:23]([C:25]1[C:33]2[NH:32][C:31]([NH2:34])=[N:30][C:29]=2[CH:28]=[CH:27][CH:26]=1)=[O:24].CN(C(ON1N=NC2C=CC=CC1=2)=[N+](C)C)C.F[P-](F)(F)(F)(F)F.CCN(C(C)C)C(C)C. The catalyst class is: 3. Product: [NH:19]1[CH:20]=[CH:21][N:17]=[C:18]1[NH:22][C:23]([C:25]1[C:33]2[N:32]=[C:31]([NH:34][C:14]([C:7]3[N:8]=[CH:9][C:10]4[C:5]([CH:6]=3)=[CH:4][CH:3]=[C:2]([Cl:1])[C:11]=4[O:12][CH3:13])=[O:16])[NH:30][C:29]=2[CH:28]=[CH:27][CH:26]=1)=[O:24].